Dataset: hERG Central: cardiac toxicity at 1µM, 10µM, and general inhibition. Task: Predict hERG channel inhibition at various concentrations. (1) The drug is O=C(Nc1cc(S(=O)(=O)N2CCOCC2)ccc1N1CCOCC1)c1cn2ccccc2n1. Results: hERG_inhib (hERG inhibition (general)): blocker. (2) The drug is CCOC(=O)N1CCC(=NNc2ccc(S(=O)(=O)N3CCOCC3)cc2[N+](=O)[O-])CC1. Results: hERG_inhib (hERG inhibition (general)): blocker. (3) The molecule is Cc1ccc(C(=O)c2c3ccc(C(F)(F)F)cc3[n+]([O-])n2CCC(N)=O)cc1. Results: hERG_inhib (hERG inhibition (general)): blocker. (4) The compound is CC(C)(C)n1cnc2cc(NCc3ccc(Br)cc3)ccc21. Results: hERG_inhib (hERG inhibition (general)): blocker. (5) The drug is CC(C)C(=O)c1cn(Cc2ccc(C#N)cc2)c2ccccc12. Results: hERG_inhib (hERG inhibition (general)): blocker.